This data is from Full USPTO retrosynthesis dataset with 1.9M reactions from patents (1976-2016). The task is: Predict the reactants needed to synthesize the given product. (1) Given the product [CH:14]1([C:13]2[C:3]([C:2](=[O:7])[CH3:1])=[C:4]([CH3:5])[O:6][N:10]=2)[CH2:5][CH2:4][CH2:3][CH2:2][CH2:1]1, predict the reactants needed to synthesize it. The reactants are: [CH3:1][C:2](=[O:7])[CH2:3][C:4](=[O:6])[CH3:5].C([N:10]([CH2:13][CH3:14])CC)C. (2) Given the product [NH2:11][C:8]1[S:9][CH:10]=[C:6]([C:4]([NH2:13])=[O:3])[N:7]=1, predict the reactants needed to synthesize it. The reactants are: C([O:3][C:4]([C:6]1[N:7]=[C:8]([NH2:11])[S:9][CH:10]=1)=O)C.[OH-].[NH4+:13].